From a dataset of Full USPTO retrosynthesis dataset with 1.9M reactions from patents (1976-2016). Predict the reactants needed to synthesize the given product. (1) The reactants are: F[C:2]1[CH:3]=[C:4]([C:12]2[S:16][C:15]([NH:17][C:18](=[O:20])[CH3:19])=[N:14][C:13]=2[CH3:21])[CH:5]=[CH:6][C:7]=1[S:8]([CH3:11])(=[O:10])=[O:9].FC1C=CC(C=O)=CC=1[C:25]#[N:26]. Given the product [C:25]([C:2]1[CH:3]=[C:4]([C:12]2[S:16][C:15]([NH:17][C:18](=[O:20])[CH3:19])=[N:14][C:13]=2[CH3:21])[CH:5]=[CH:6][C:7]=1[S:8]([CH3:11])(=[O:10])=[O:9])#[N:26], predict the reactants needed to synthesize it. (2) Given the product [C:1]([NH:8][C@@H:9]([C:17]([N:30]1[CH2:29][CH2:28][N:27]([CH:24]2[CH2:25][CH2:26][N:21]([CH3:20])[CH2:22][CH2:23]2)[CH2:32][CH2:31]1)=[O:19])[CH2:10][C:11]1[CH:12]=[CH:13][N:14]=[CH:15][CH:16]=1)([O:3][C:4]([CH3:5])([CH3:6])[CH3:7])=[O:2], predict the reactants needed to synthesize it. The reactants are: [C:1]([NH:8][C@@H:9]([C:17]([OH:19])=O)[CH2:10][C:11]1[CH:16]=[CH:15][N:14]=[CH:13][CH:12]=1)([O:3][C:4]([CH3:7])([CH3:6])[CH3:5])=[O:2].[CH3:20][N:21]1[CH2:26][CH2:25][CH:24]([N:27]2[CH2:32][CH2:31][NH:30][CH2:29][CH2:28]2)[CH2:23][CH2:22]1.C1C=CC2N(O)N=NC=2C=1.C(N(CC)C(C)C)(C)C.Cl.CN(C)CCCN=C=NCC.